From a dataset of Drug-target binding data from BindingDB using IC50 measurements. Regression. Given a target protein amino acid sequence and a drug SMILES string, predict the binding affinity score between them. We predict pIC50 (pIC50 = -log10(IC50 in M); higher means more potent). Dataset: bindingdb_ic50. The small molecule is O=C1/C(=C/c2ccc([N+](=O)[O-])cc2)CS(=O)(=O)C/C1=C\c1ccc([N+](=O)[O-])cc1. The target protein (O75604) has sequence MSQLSSTLKRYTESARYTDAHYAKSGYGAYTPSSYGANLAASLLEKEKLGFKPVPTSSFLTRPRTYGPSSLLDYDRGRPLLRPDITGGGKRAESQTRGTERPLGSGLSGGSGFPYGVTNNCLSYLPINAYDQGVTLTQKLDSQSDLARDFSSLRTSDSYRIDPRNLGRSPMLARTRKELCTLQGLYQTASCPEYLVDYLENYGRKGSASQVPSQAPPSRVPEIISPTYRPIGRYTLWETGKGQAPGPSRSSSPGRDGMNSKSAQGLAGLRNLGNTCFMNSILQCLSNTRELRDYCLQRLYMRDLHHGSNAHTALVEEFAKLIQTIWTSSPNDVVSPSEFKTQIQRYAPRFVGYNQQDAQEFLRFLLDGLHNEVNRVTLRPKSNPENLDHLPDDEKGRQMWRKYLEREDSRIGDLFVGQLKSSLTCTDCGYCSTVFDPFWDLSLPIAKRGYPEVTLMDCMRLFTKEDVLDGDEKPTCCRCRGRKRCIKKFSIQRFPKILVL.... The pIC50 is 4.5.